The task is: Predict which catalyst facilitates the given reaction.. This data is from Catalyst prediction with 721,799 reactions and 888 catalyst types from USPTO. (1) Reactant: [CH2:1]([O:3][C:4]([CH:6]1[CH2:15][CH2:14][C:13]2[C:8](=[CH:9][C:10]([OH:16])=[CH:11][CH:12]=2)[O:7]1)=[O:5])[CH3:2].[CH2:17](Br)[C:18]1[CH:23]=[CH:22][CH:21]=[CH:20][CH:19]=1.C([O-])([O-])=O.[K+].[K+]. Product: [CH2:1]([O:3][C:4]([CH:6]1[CH2:15][CH2:14][C:13]2[C:8](=[CH:9][C:10]([O:16][CH2:17][C:18]3[CH:23]=[CH:22][CH:21]=[CH:20][CH:19]=3)=[CH:11][CH:12]=2)[O:7]1)=[O:5])[CH3:2]. The catalyst class is: 3. (2) Reactant: [Br:1][C:2]1[C:3]2[CH2:10][C:9](C(OC)=O)=[C:8]([O-:15])[C:4]=2[CH:5]=[N:6][CH:7]=1.[Na+].CCOCC.[OH-].[K+]. Product: [Br:1][C:2]1[C:3]2[CH2:10][CH2:9][C:8](=[O:15])[C:4]=2[CH:5]=[N:6][CH:7]=1. The catalyst class is: 33. (3) Reactant: [CH3:1][CH:2]([CH3:22])[C:3]([NH:5][C:6]1[S:7][CH:8]=[C:9](/[CH:11]=[CH:12]/[C:13]2[CH:18]=[CH:17][C:16]([N+:19]([O-])=O)=[CH:15][CH:14]=2)[N:10]=1)=[O:4].C(O)(=O)C.CO. Product: [NH2:19][C:16]1[CH:17]=[CH:18][C:13]([CH2:12][CH2:11][C:9]2[N:10]=[C:6]([NH:5][C:3](=[O:4])[CH:2]([CH3:1])[CH3:22])[S:7][CH:8]=2)=[CH:14][CH:15]=1. The catalyst class is: 304. (4) Reactant: Br[CH2:2][CH2:3][O:4][C:5]1[CH:10]=[CH:9][C:8]([OH:11])=[CH:7][CH:6]=1.[CH3:12][NH:13][CH2:14][C:15]1[CH:20]=[CH:19][CH:18]=[CH:17][CH:16]=1.C(N(C(C)C)CC)(C)C. The catalyst class is: 10. Product: [CH2:14]([N:13]([CH3:12])[CH2:2][CH2:3][O:4][C:5]1[CH:10]=[CH:9][C:8]([OH:11])=[CH:7][CH:6]=1)[C:15]1[CH:20]=[CH:19][CH:18]=[CH:17][CH:16]=1.